Task: Predict the product of the given reaction.. Dataset: Forward reaction prediction with 1.9M reactions from USPTO patents (1976-2016) Given the reactants CN(C)C=O.Br[C:7]1[CH:8]=[C:9]([CH:13]=[CH:14][C:15]=1[O:16][CH3:17])[CH2:10][C:11]#[N:12].C(=O)([O-])[O-].[K+].[K+].[CH2:24](B(CC)CC)[CH3:25], predict the reaction product. The product is: [CH2:24]([C:7]1[CH:8]=[C:9]([CH2:10][C:11]#[N:12])[CH:13]=[CH:14][C:15]=1[O:16][CH3:17])[CH3:25].